Dataset: Catalyst prediction with 721,799 reactions and 888 catalyst types from USPTO. Task: Predict which catalyst facilitates the given reaction. (1) Reactant: [CH3:1][NH:2][CH2:3][C:4]([CH3:17])([O:6][C:7]1[CH:16]=[CH:15][C:10]([C:11]([O:13][CH3:14])=[O:12])=[CH:9][CH:8]=1)[CH3:5].[F:18][C:19]1[CH:24]=[CH:23][CH:22]=[CH:21][C:20]=1[NH:25][C:26](=[O:40])[NH:27][C:28]1[CH:33]=[CH:32][C:31]([CH2:34][C:35](O)=[O:36])=[CH:30][C:29]=1[O:38][CH3:39].C(Cl)CCl.O. Product: [F:18][C:19]1[CH:24]=[CH:23][CH:22]=[CH:21][C:20]=1[NH:25][C:26](=[O:40])[NH:27][C:28]1[CH:33]=[CH:32][C:31]([CH2:34][C:35]([CH2:1][NH:2][CH2:3][C:4]([CH3:17])([O:6][C:7]2[CH:16]=[CH:15][C:10]([C:11]([O:13][CH3:14])=[O:12])=[CH:9][CH:8]=2)[CH3:5])=[O:36])=[CH:30][C:29]=1[O:38][CH3:39]. The catalyst class is: 241. (2) Reactant: [Mg].[C:2]12([CH3:8])[C:8]([CH3:7])([CH3:4])[CH:2]([CH2:3][CH2:7]1)[CH2:4][CH2+:3]2[CH2:4][CH2:3][CH:2]([CH3:8])[CH3:7].II.C(=O)=O.CC(C)=O.[OH:26][C:27]1[CH:40]=[C:39]2[C:30]([C@@H:31]3[C@@:36]([CH3:41])([CH2:37][CH2:38]2)[CH:35]=[CH:34][C:33](=[O:42])[CH2:32]3)=[CH:29][CH:28]=1. Product: [OH:26][C:27]1[CH:40]=[C:39]2[C:30]([C@@H:31]3[C@@:36]([CH3:41])([CH2:37][CH2:38]2)[C@@H:35]([CH2:4][CH2:3][CH:2]([CH3:8])[CH3:7])[CH2:34][C:33](=[O:42])[CH2:32]3)=[CH:29][CH:28]=1. The catalyst class is: 356.